From a dataset of Retrosynthesis with 50K atom-mapped reactions and 10 reaction types from USPTO. Predict the reactants needed to synthesize the given product. (1) Given the product Nc1cccc(-c2cc3nc(-c4cnc(N)nc4)nc(N4CCOCC4)c3s2)c1, predict the reactants needed to synthesize it. The reactants are: CC1(C)OB(c2cnc(N)nc2)OC1(C)C.Nc1cccc(-c2cc3nc(Cl)nc(N4CCOCC4)c3s2)c1. (2) Given the product O=c1c2[nH]c(N3CCCCC3)nc2n(CC2CCCCC2)c(=O)n1CC1CCCCC1, predict the reactants needed to synthesize it. The reactants are: C1CCNCC1.O=c1c2[nH]c(Br)nc2n(CC2CCCCC2)c(=O)n1CC1CCCCC1. (3) Given the product CCOC(=O)c1cn(-c2ccc(N)cc2)cn1, predict the reactants needed to synthesize it. The reactants are: CCOC(=O)c1cn(-c2ccc([N+](=O)[O-])cc2)cn1. (4) Given the product CN(C)Cc1ccc(C(=O)Nc2nc3cc(C(F)(F)F)cc(NC4CC4)n3n2)cc1, predict the reactants needed to synthesize it. The reactants are: CN(C)Cc1ccc(C(=O)Cl)cc1.Nc1nc2cc(C(F)(F)F)cc(NC3CC3)n2n1. (5) The reactants are: C[C@@H]1CCCN1CCCOc1ccc(-c2nc3c(s2)CN(CC(=O)OC(C)(C)C)CC3)cc1. Given the product O=C(O)C(F)(F)F, predict the reactants needed to synthesize it.